Dataset: NCI-60 drug combinations with 297,098 pairs across 59 cell lines. Task: Regression. Given two drug SMILES strings and cell line genomic features, predict the synergy score measuring deviation from expected non-interaction effect. (1) Drug 1: C1CC(C1)(C(=O)O)C(=O)O.[NH2-].[NH2-].[Pt+2]. Drug 2: C1C(C(OC1N2C=NC(=NC2=O)N)CO)O. Cell line: NCI/ADR-RES. Synergy scores: CSS=3.27, Synergy_ZIP=-0.0263, Synergy_Bliss=-0.0645, Synergy_Loewe=-4.42, Synergy_HSA=-2.36. (2) Drug 1: CCCS(=O)(=O)NC1=C(C(=C(C=C1)F)C(=O)C2=CNC3=C2C=C(C=N3)C4=CC=C(C=C4)Cl)F. Drug 2: CC(C)CN1C=NC2=C1C3=CC=CC=C3N=C2N. Cell line: TK-10. Synergy scores: CSS=0.639, Synergy_ZIP=-1.52, Synergy_Bliss=-5.35, Synergy_Loewe=-6.90, Synergy_HSA=-6.96. (3) Drug 1: CN(C)C1=NC(=NC(=N1)N(C)C)N(C)C. Drug 2: CC(C)NC(=O)C1=CC=C(C=C1)CNNC.Cl. Cell line: OVCAR3. Synergy scores: CSS=-1.90, Synergy_ZIP=0.589, Synergy_Bliss=0.966, Synergy_Loewe=-3.47, Synergy_HSA=-2.04. (4) Drug 1: C1CC(=O)NC(=O)C1N2CC3=C(C2=O)C=CC=C3N. Drug 2: CCC1=C2CN3C(=CC4=C(C3=O)COC(=O)C4(CC)O)C2=NC5=C1C=C(C=C5)O. Cell line: NCI-H322M. Synergy scores: CSS=10.9, Synergy_ZIP=-2.79, Synergy_Bliss=1.62, Synergy_Loewe=-1.83, Synergy_HSA=2.09. (5) Drug 1: C1=CN(C(=O)N=C1N)C2C(C(C(O2)CO)O)O.Cl. Drug 2: CCC1(C2=C(COC1=O)C(=O)N3CC4=CC5=C(C=CC(=C5CN(C)C)O)N=C4C3=C2)O.Cl. Cell line: IGROV1. Synergy scores: CSS=14.2, Synergy_ZIP=-7.74, Synergy_Bliss=-3.61, Synergy_Loewe=-1.66, Synergy_HSA=-0.203. (6) Drug 1: CC1=C2C(C(=O)C3(C(CC4C(C3C(C(C2(C)C)(CC1OC(=O)C(C(C5=CC=CC=C5)NC(=O)OC(C)(C)C)O)O)OC(=O)C6=CC=CC=C6)(CO4)OC(=O)C)O)C)O. Drug 2: CC1=C(C(=CC=C1)Cl)NC(=O)C2=CN=C(S2)NC3=CC(=NC(=N3)C)N4CCN(CC4)CCO. Cell line: A498. Synergy scores: CSS=5.64, Synergy_ZIP=-1.35, Synergy_Bliss=-0.385, Synergy_Loewe=3.08, Synergy_HSA=0.690.